This data is from Forward reaction prediction with 1.9M reactions from USPTO patents (1976-2016). The task is: Predict the product of the given reaction. (1) Given the reactants [S:1]1[CH:5]=[CH:4][C:3]2[C:6]([N:10]3[CH2:15][CH2:14][N:13]([CH2:16][CH:17]([CH3:32])[CH2:18][CH2:19][O:20][C:21]4[CH:30]=[C:29]5[C:24]([CH2:25][CH2:26][C:27](=[O:31])[NH:28]5)=[CH:23][CH:22]=4)[CH2:12][CH2:11]3)=[CH:7][CH:8]=[CH:9][C:2]1=2.CC(CCOC1C=C2C(CCC(=O)N2)=CC=1)COS(C)(=O)=O.CO.[ClH:57], predict the reaction product. The product is: [ClH:57].[S:1]1[CH:5]=[CH:4][C:3]2[C:6]([N:10]3[CH2:11][CH2:12][N:13]([CH2:16][CH:17]([CH3:32])[CH2:18][CH2:19][O:20][C:21]4[CH:30]=[C:29]5[C:24]([CH2:25][CH2:26][C:27](=[O:31])[NH:28]5)=[CH:23][CH:22]=4)[CH2:14][CH2:15]3)=[CH:7][CH:8]=[CH:9][C:2]1=2. (2) Given the reactants [CH3:1][O:2][C:3]1[CH:8]=[CH:7][C:6]([SH:9])=[CH:5][CH:4]=1.[C:10](=[O:13])([O-])[O-].[K+].[K+].C(Cl)(Cl)=O.[C:20]([C:24]1[CH:28]=[C:27]([NH2:29])[O:26][N:25]=1)([CH3:23])([CH3:22])[CH3:21], predict the reaction product. The product is: [CH3:1][O:2][C:3]1[CH:8]=[CH:7][C:6]([S:9][C:10](=[O:13])[NH:29][C:27]2[O:26][N:25]=[C:24]([C:20]([CH3:23])([CH3:22])[CH3:21])[CH:28]=2)=[CH:5][CH:4]=1. (3) Given the reactants C1COCC1.Br[C:7]1[C:8]([Cl:28])=[C:9]([C:12]2[N:16]3[N:17]=[C:18]([CH3:26])[CH:19]=[C:20]([CH:21]([CH2:24][CH3:25])[CH2:22][CH3:23])[C:15]3=[N:14][C:13]=2[CH3:27])[S:10][CH:11]=1.Br[C:30]1[CH:35]=[CH:34][CH:33]=[C:32]([CH3:36])[N:31]=1.Cl.CCO, predict the reaction product. The product is: [ClH:28].[Cl:28][C:8]1[C:7]([C:30]2[CH:35]=[CH:34][CH:33]=[C:32]([CH3:36])[N:31]=2)=[CH:11][S:10][C:9]=1[C:12]1[N:16]2[N:17]=[C:18]([CH3:26])[CH:19]=[C:20]([CH:21]([CH2:24][CH3:25])[CH2:22][CH3:23])[C:15]2=[N:14][C:13]=1[CH3:27]. (4) Given the reactants [CH3:1][C:2]1[CH:10]=[CH:9][C:5]([C:6](O)=[O:7])=[CH:4][N:3]=1.C(Cl)(=O)C([Cl:14])=O, predict the reaction product. The product is: [CH3:1][C:2]1[CH:10]=[CH:9][C:5]([C:6]([Cl:14])=[O:7])=[CH:4][N:3]=1. (5) Given the reactants [BH4-].[Li+].Cl[Si](C)(C)C.[CH:8]1([C:11]2[C:16](/[CH:17]=[CH:18]/[N+:19]([O-])=O)=[CH:15][CH:14]=[C:13]([C:22]([F:25])([F:24])[F:23])[N:12]=2)[CH2:10][CH2:9]1, predict the reaction product. The product is: [CH:8]1([C:11]2[C:16]([CH2:17][CH2:18][NH2:19])=[CH:15][CH:14]=[C:13]([C:22]([F:25])([F:23])[F:24])[N:12]=2)[CH2:10][CH2:9]1. (6) Given the reactants CS(O[CH:6]([C:15]1[CH:16]=[N:17][C:18]([NH:21][C:22]([C:24]2([C:27]3[CH:35]=[CH:34][C:30]4[O:31][CH2:32][O:33][C:29]=4[CH:28]=3)[CH2:26][CH2:25]2)=[O:23])=[CH:19][CH:20]=1)[C:7]1[CH:12]=[CH:11][CH:10]=[CH:9][C:8]=1[O:13][CH3:14])(=O)=O.[NH:36]1[CH2:40][CH2:39][CH2:38][CH:37]1[C:41]([NH2:43])=[O:42].O1C2C=CC(C3(C(NC4C=CC(C(N(C)C)C5C=CC=CC=5OC)=CN=4)=O)CC3)=CC=2OC1, predict the reaction product. The product is: [O:31]1[C:30]2[CH:34]=[CH:35][C:27]([C:24]3([C:22]([NH:21][C:18]4[N:17]=[CH:16][C:15]([CH:6]([C:7]5[CH:12]=[CH:11][CH:10]=[CH:9][C:8]=5[O:13][CH3:14])[N:36]5[CH2:40][CH2:39][CH2:38][CH:37]5[C:41]([NH2:43])=[O:42])=[CH:20][CH:19]=4)=[O:23])[CH2:25][CH2:26]3)=[CH:28][C:29]=2[O:33][CH2:32]1. (7) Given the reactants Cl[C:2]1[N:7]=[CH:6][C:5]([CH:8]([CH3:11])[C:9]#[N:10])=[CH:4][CH:3]=1.[CH3:12][O:13][CH2:14][CH2:15][NH:16][CH3:17], predict the reaction product. The product is: [CH3:12][O:13][CH2:14][CH2:15][N:16]([CH3:17])[C:2]1[N:7]=[CH:6][C:5]([CH:8]([CH3:11])[C:9]#[N:10])=[CH:4][CH:3]=1. (8) Given the reactants Cl.[CH3:2][NH:3][C:4]([C:6]1[CH:7]=[CH:8][C:9]([CH2:12][CH2:13][C:14]([OH:16])=O)=[N:10][CH:11]=1)=[O:5].C(N(C(C)C)C(C)C)C.[NH2:26][CH2:27][C:28]([N:30]([C:32]1[CH:37]=[CH:36][C:35]([Cl:38])=[C:34]([CH2:39][O:40][C:41]2[C:49]3[N:48]=[C:47]([O:50][CH3:51])[N:46]([CH2:52][C:53]4[CH:58]=[CH:57][CH:56]=[CH:55][N:54]=4)[C:45]=3[CH:44]=[CH:43][CH:42]=2)[C:33]=1[Cl:59])[CH3:31])=[O:29].C1C=CC2N(O)N=NC=2C=1.CCN=C=NCCCN(C)C, predict the reaction product. The product is: [NH4+:3].[Cl:59][C:33]1[C:34]([CH2:39][O:40][C:41]2[C:49]3[N:48]=[C:47]([O:50][CH3:51])[N:46]([CH2:52][C:53]4[CH:58]=[CH:57][CH:56]=[CH:55][N:54]=4)[C:45]=3[CH:44]=[CH:43][CH:42]=2)=[C:35]([Cl:38])[CH:36]=[CH:37][C:32]=1[N:30]([CH3:31])[C:28](=[O:29])[CH2:27][NH:26][C:14](=[O:16])[CH2:13][CH2:12][C:9]1[CH:8]=[CH:7][C:6]([C:4]([NH:3][CH3:2])=[O:5])=[CH:11][N:10]=1. (9) Given the reactants O=[C:2]([C:6]1[CH:7]=[C:8]2[C:12](=[CH:13][CH:14]=1)[N:11]([Si](C(C)C)(C(C)C)C(C)C)[CH:10]=[CH:9]2)[CH2:3][C:4]#[N:5].O.NN.NC1C=C[NH:31][N:30]=1, predict the reaction product. The product is: [NH:11]1[C:12]2[C:8](=[CH:7][C:6]([C:2]3[CH:3]=[C:4]([NH2:5])[NH:30][N:31]=3)=[CH:14][CH:13]=2)[CH:9]=[CH:10]1. (10) Given the reactants [O:1]=[C:2]1[CH2:7][CH2:6][N:5]([C:8]([O:10][CH2:11][C:12]2[CH:17]=[CH:16][CH:15]=[CH:14][CH:13]=2)=[O:9])[CH2:4][CH2:3]1.C[Si](C)(C)[N-][Si](C)(C)C.[Li+].C1C=CC(N([S:35]([C:38]([F:41])([F:40])[F:39])(=[O:37])=[O:36])[S:35]([C:38]([F:41])([F:40])[F:39])(=[O:37])=[O:36])=CC=1.[OH-].[Na+], predict the reaction product. The product is: [F:39][C:38]([F:41])([F:40])[S:35]([O:1][C:2]1[CH2:7][CH2:6][N:5]([C:8]([O:10][CH2:11][C:12]2[CH:17]=[CH:16][CH:15]=[CH:14][CH:13]=2)=[O:9])[CH2:4][CH:3]=1)(=[O:37])=[O:36].